Dataset: Full USPTO retrosynthesis dataset with 1.9M reactions from patents (1976-2016). Task: Predict the reactants needed to synthesize the given product. (1) Given the product [NH2:28][CH2:27][CH2:31][C:23]([NH:1][C:2]1[S:6][C:5]([S:7](=[O:9])(=[O:8])[NH2:10])=[N:4][N:3]=1)=[O:22], predict the reactants needed to synthesize it. The reactants are: [NH2:1][C:2]1[S:6][C:5]([S:7]([NH2:10])(=[O:9])=[O:8])=[N:4][N:3]=1.CN(CCCN=C=NCC)C.[OH:22][C:23]1[C:31]2N=N[NH:28][C:27]=2C=CC=1. (2) The reactants are: [Br:1][C:2]1[C:7]([CH3:8])=[CH:6][C:5]([OH:9])=[CH:4][C:3]=1[CH3:10].[CH3:11][S:12]([N:15]1[CH2:19][CH2:18][C@H:17](OS(C)(=O)=O)[CH2:16]1)(=[O:14])=[O:13]. Given the product [Br:1][C:2]1[C:7]([CH3:8])=[CH:6][C:5]([O:9][C@@H:17]2[CH2:18][CH2:19][N:15]([S:12]([CH3:11])(=[O:14])=[O:13])[CH2:16]2)=[CH:4][C:3]=1[CH3:10], predict the reactants needed to synthesize it. (3) Given the product [Cl:1][C:2]1[C:3]([C:27]([F:29])([F:28])[F:30])=[N:4][N:5]([CH2:8][C:9]([N:11]2[CH2:16][CH2:15][C:14]([C:20]3[CH:25]=[CH:24][C:23]([Cl:26])=[CH:22][CH:21]=3)([C:17]([N:35]3[CH2:36][CH2:37][N:32]([CH3:31])[CH2:33][CH2:34]3)=[O:19])[CH2:13][CH2:12]2)=[O:10])[C:6]=1[CH3:7], predict the reactants needed to synthesize it. The reactants are: [Cl:1][C:2]1[C:3]([C:27]([F:30])([F:29])[F:28])=[N:4][N:5]([CH2:8][C:9]([N:11]2[CH2:16][CH2:15][C:14]([C:20]3[CH:25]=[CH:24][C:23]([Cl:26])=[CH:22][CH:21]=3)([C:17]([OH:19])=O)[CH2:13][CH2:12]2)=[O:10])[C:6]=1[CH3:7].[CH3:31][N:32]1[CH2:37][CH2:36][NH:35][CH2:34][CH2:33]1.F[P-](F)(F)(F)(F)F.N1(O[P+](N(C)C)(N(C)C)N(C)C)C2C=CC=CC=2N=N1.